Task: Predict the reaction yield, written as a fraction of the theoretical maximum amount of product (1.0 means a 100% yield; for example, 0.34 means a 34% yield).. Dataset: Reaction yield outcomes from USPTO patents with 853,638 reactions The catalyst is CN(C=O)C. The yield is 0.650. The product is [CH:35]([NH:34][C:23](=[O:25])[C:22]1[CH:26]=[CH:27][C:19]([N:16]2[CH2:15][CH2:14][N:13]([CH2:12][C:9]3[CH:10]=[N:11][C:5]4[N:4]5[CH2:28][CH2:29][CH2:30][CH2:31][C@H:3]5[C:2](=[O:1])[NH:7][C:6]=4[CH:8]=3)[CH2:18][CH2:17]2)=[N:20][CH:21]=1)([CH3:37])[CH3:36]. The reactants are [O:1]=[C:2]1[NH:7][C:6]2[CH:8]=[C:9]([CH2:12][N:13]3[CH2:18][CH2:17][N:16]([C:19]4[CH:27]=[CH:26][C:22]([C:23]([OH:25])=O)=[CH:21][N:20]=4)[CH2:15][CH2:14]3)[CH:10]=[N:11][C:5]=2[N:4]2[CH2:28][CH2:29][CH2:30][CH2:31][C@@H:3]12.C([N:34](C(C)C)[CH:35]([CH3:37])[CH3:36])C.CC(N)C.